Dataset: Full USPTO retrosynthesis dataset with 1.9M reactions from patents (1976-2016). Task: Predict the reactants needed to synthesize the given product. (1) Given the product [OH:16][C:15]1[C:10]([CH3:9])=[N:11][CH:12]=[C:13]([CH2:19][OH:20])[C:14]=1[CH:17]1[NH:2][CH:3]([C:6]([OH:8])=[O:7])[CH2:4][S:5]1, predict the reactants needed to synthesize it. The reactants are: Cl.[NH2:2][C@H:3]([C:6]([OH:8])=[O:7])[CH2:4][SH:5].[CH3:9][C:10]1[C:15]([OH:16])=[C:14]([CH:17]=O)[C:13]([CH2:19][OH:20])=[CH:12][N:11]=1.Cl.C(=O)([O-])O.[Na+].O. (2) Given the product [CH2:16]([NH:34][C:35](=[O:36])[NH:1][C:2]1[CH:11]=[C:6]([C:7]([O:9][CH3:10])=[O:8])[CH:5]=[C:4]([CH:3]=1)[C:12]([O:14][CH3:15])=[O:13])[CH2:17][CH2:18][CH2:19][CH2:20][CH2:21][CH2:22][CH2:23][CH2:24][CH2:25][CH2:26][CH2:27][CH2:28][CH2:29][CH2:30][CH2:31][CH2:32][CH3:33], predict the reactants needed to synthesize it. The reactants are: [NH2:1][C:2]1[CH:3]=[C:4]([C:12]([O:14][CH3:15])=[O:13])[CH:5]=[C:6]([CH:11]=1)[C:7]([O:9][CH3:10])=[O:8].[CH2:16]([N:34]=[C:35]=[O:36])[CH2:17][CH2:18][CH2:19][CH2:20][CH2:21][CH2:22][CH2:23][CH2:24][CH2:25][CH2:26][CH2:27][CH2:28][CH2:29][CH2:30][CH2:31][CH2:32][CH3:33]. (3) Given the product [OH:22][C:3]12[C:14]3[C:19](=[CH:18][CH:17]=[CH:16][CH:15]=3)[C:20](=[O:21])[C:2]1([N:1]=[C:31]=[O:33])[C:10]1[C:5]([O:4]2)=[CH:6][C:7]([CH:11]([CH3:13])[CH3:12])=[CH:8][CH:9]=1, predict the reactants needed to synthesize it. The reactants are: [NH2:1][C:2]12[C:20](=[O:21])[C:19]3[C:14](=[CH:15][CH:16]=[CH:17][CH:18]=3)[C:3]1([OH:22])[O:4][C:5]1[C:10]2=[CH:9][CH:8]=[C:7]([CH:11]([CH3:13])[CH3:12])[CH:6]=1.C(N(CC)CC)C.Cl[C:31](Cl)([O:33]C(=O)OC(Cl)(Cl)Cl)Cl. (4) Given the product [CH:10]1([O:15][C:16]2[CH:17]=[C:18]([N:24]3[CH2:29][CH2:28][N:27]([C:7](=[O:9])[CH2:6][C:4]4[N:3]=[CH:2][NH:1][CH:5]=4)[C@@H:26]([CH2:30][CH:31]([CH3:33])[CH3:32])[CH2:25]3)[CH:19]=[CH:20][C:21]=2[O:22][CH3:23])[CH2:14][CH2:13][CH2:12][CH2:11]1, predict the reactants needed to synthesize it. The reactants are: [NH:1]1[CH:5]=[C:4]([CH2:6][C:7]([OH:9])=O)[N:3]=[CH:2]1.[CH:10]1([O:15][C:16]2[CH:17]=[C:18]([N:24]3[CH2:29][CH2:28][NH:27][C@@H:26]([CH2:30][CH:31]([CH3:33])[CH3:32])[CH2:25]3)[CH:19]=[CH:20][C:21]=2[O:22][CH3:23])[CH2:14][CH2:13][CH2:12][CH2:11]1. (5) Given the product [Cl:24][C:25]1[N:26]=[C:27]([NH:8][C@@H:9]2[C@@H:14]3[CH2:15][C@@H:11]([CH:12]=[CH:13]3)[C@@H:10]2[C:16]([NH2:18])=[O:17])[C:28]([C:32]([F:35])([F:33])[F:34])=[CH:29][N:30]=1.[Cl:31][C:29]1[C:28]([C:32]([F:34])([F:33])[F:35])=[CH:27][N:26]=[C:25]([NH:8][C@@H:9]2[C@@H:14]3[CH2:15][C@@H:11]([CH:12]=[CH:13]3)[C@@H:10]2[C:16]([NH2:18])=[O:17])[N:30]=1, predict the reactants needed to synthesize it. The reactants are: FC(F)(F)C(O)=O.[NH2:8][C@@H:9]1[C@@H:14]2[CH2:15][C@@H:11]([CH:12]=[CH:13]2)[C@@H:10]1[C:16]([NH2:18])=[O:17].C(=O)(O)[O-].[Na+].[Cl:24][C:25]1[N:30]=[C:29]([Cl:31])[C:28]([C:32]([F:35])([F:34])[F:33])=[CH:27][N:26]=1.C(O)(C)C. (6) Given the product [CH3:1][C:2]1[CH:7]=[CH:6][C:5]([O:8][CH:13]2[CH2:14][CH2:15][CH2:16][CH2:17][O:12]2)=[CH:4][C:3]=1[N+:9]([O-:11])=[O:10], predict the reactants needed to synthesize it. The reactants are: [CH3:1][C:2]1[CH:7]=[CH:6][C:5]([OH:8])=[CH:4][C:3]=1[N+:9]([O-:11])=[O:10].[O:12]1[CH:17]=[CH:16][CH2:15][CH2:14][CH2:13]1.CC1C=CC(S(O)(=O)=O)=CC=1.N1C=CC=CC=1. (7) Given the product [F:1][C:2]1[CH:3]=[C:4]([CH:16]=[CH:17][C:18]=1[F:19])[O:5][C:6]1[N:11]=[CH:10][C:9]([CH2:12][C:13]([O:22][CH2:21][CH3:20])=[O:24])=[CH:8][C:7]=1[F:15], predict the reactants needed to synthesize it. The reactants are: [F:1][C:2]1[CH:3]=[C:4]([CH:16]=[CH:17][C:18]=1[F:19])[O:5][C:6]1[N:11]=[CH:10][C:9]([CH2:12][C:13]#N)=[CH:8][C:7]=1[F:15].[CH3:20][CH2:21][OH:22].S(=O)(=O)(O)[OH:24].